Task: Predict the reaction yield, written as a fraction of the theoretical maximum amount of product (1.0 means a 100% yield; for example, 0.34 means a 34% yield).. Dataset: Reaction yield outcomes from USPTO patents with 853,638 reactions (1) The catalyst is CN(C=O)C.CCOC(C)=O. The yield is 0.670. The reactants are [CH3:1][C:2]1[CH:3]=[C:4]2[C:9](=[CH:10][C:11]=1[O:12][CH3:13])[N:8]=[CH:7][CH:6]=[CH:5]2.C1C(=O)N([Br:21])C(=O)C1. The product is [Br:21][C:10]1[C:11]([O:12][CH3:13])=[C:2]([CH3:1])[CH:3]=[C:4]2[C:9]=1[N:8]=[CH:7][CH:6]=[CH:5]2. (2) The reactants are Cl[S:2]([C:5]1[CH:6]=[C:7]2[C:11](=[CH:12][CH:13]=1)[NH:10][C:9](=[O:14])[CH2:8]2)(=[O:4])=[O:3].[CH2:15]([NH2:22])[C:16]1[CH:21]=[CH:20][CH:19]=[CH:18][CH:17]=1.N1C=CC=CC=1.Cl. The catalyst is ClCCl.C(OCC)(=O)C. The product is [CH2:15]([NH:22][S:2]([C:5]1[CH:6]=[C:7]2[C:11](=[CH:12][CH:13]=1)[NH:10][C:9](=[O:14])[CH2:8]2)(=[O:4])=[O:3])[C:16]1[CH:21]=[CH:20][CH:19]=[CH:18][CH:17]=1. The yield is 0.660. (3) The reactants are [CH3:1][O:2][C:3]1[CH:4]=[C:5]([CH:8]=[CH:9][C:10]=1[N+:11]([O-])=O)[CH2:6]Cl.[Na+].[CH3:15][S:16]([O-:18])=[O:17].O. The catalyst is C(O)C. The product is [CH3:1][O:2][C:3]1[CH:4]=[C:5]([CH2:6][S:16]([CH3:15])(=[O:18])=[O:17])[CH:8]=[CH:9][C:10]=1[NH2:11]. The yield is 0.830. (4) The reactants are [C:1]1([CH3:15])[CH:6]=[CH:5][C:4]([NH:7][C:8]2[CH:13]=[CH:12][C:11]([CH3:14])=[CH:10][CH:9]=2)=[CH:3][CH:2]=1.Br[C:17]1[CH:22]=[CH:21][C:20]([C:23]2[CH:28]=[CH:27][C:26]([Br:29])=[CH:25][CH:24]=2)=[CH:19][CH:18]=1.CC(C)([O-])C.[Na+]. The catalyst is C1(C)C=CC=CC=1. The product is [Br:29][C:26]1[CH:27]=[CH:28][C:23]([C:20]2[CH:21]=[CH:22][C:17]([N:7]([C:8]3[CH:9]=[CH:10][C:11]([CH3:14])=[CH:12][CH:13]=3)[C:4]3[CH:3]=[CH:2][C:1]([CH3:15])=[CH:6][CH:5]=3)=[CH:18][CH:19]=2)=[CH:24][CH:25]=1. The yield is 0.720. (5) The reactants are [CH3:1][O:2][C:3](=[O:38])[NH:4][CH:5]([C:9]([N:11]1[CH:17]([C:18]2[NH:19][C:20]([C:23]3[CH:28]=[CH:27][C:26](B4OC(C)(C)C(C)(C)O4)=[CH:25][CH:24]=3)=[CH:21][N:22]=2)[CH2:16][C:13]2([CH2:15][CH2:14]2)[CH2:12]1)=[O:10])[CH:6]([CH3:8])[CH3:7].[C:39]([O:43][C:44]([N:46]1[CH2:50][CH:49]([C:51]#[N:52])[CH2:48][CH:47]1[C:53]1[NH:54][C:55]([C:58]2[CH:67]=[CH:66][C:65]3[C:60](=[CH:61][CH:62]=[C:63](Br)[CH:64]=3)[CH:59]=2)=[CH:56][N:57]=1)=[O:45])([CH3:42])([CH3:41])[CH3:40].C([O-])([O-])=O.[K+].[K+]. The catalyst is COCCOC.C1C=CC([P]([Pd]([P](C2C=CC=CC=2)(C2C=CC=CC=2)C2C=CC=CC=2)([P](C2C=CC=CC=2)(C2C=CC=CC=2)C2C=CC=CC=2)[P](C2C=CC=CC=2)(C2C=CC=CC=2)C2C=CC=CC=2)(C2C=CC=CC=2)C2C=CC=CC=2)=CC=1. The product is [C:39]([O:43][C:44]([N:46]1[CH2:50][CH:49]([C:51]#[N:52])[CH2:48][CH:47]1[C:53]1[NH:54][C:55]([C:58]2[CH:67]=[CH:66][C:65]3[C:60](=[CH:61][CH:62]=[C:63]([C:26]4[CH:25]=[CH:24][C:23]([C:20]5[NH:19][C:18]([CH:17]6[CH2:16][C:13]7([CH2:14][CH2:15]7)[CH2:12][N:11]6[C:9](=[O:10])[CH:5]([NH:4][C:3]([O:2][CH3:1])=[O:38])[CH:6]([CH3:8])[CH3:7])=[N:22][CH:21]=5)=[CH:28][CH:27]=4)[CH:64]=3)[CH:59]=2)=[CH:56][N:57]=1)=[O:45])([CH3:42])([CH3:41])[CH3:40]. The yield is 0.510.